Predict which catalyst facilitates the given reaction. From a dataset of Catalyst prediction with 721,799 reactions and 888 catalyst types from USPTO. (1) Reactant: C([N:8]1[CH2:13][CH2:12][C:11]([C:15]2[CH:20]=[C:19]([Cl:21])[CH:18]=[CH:17][C:16]=2[O:22][CH3:23])([F:14])[CH2:10][CH2:9]1)C1C=CC=CC=1.ClC(OC(Cl)=O)C. Product: [Cl:21][C:19]1[CH:18]=[CH:17][C:16]([O:22][CH3:23])=[C:15]([C:11]2([F:14])[CH2:10][CH2:9][NH:8][CH2:13][CH2:12]2)[CH:20]=1. The catalyst class is: 4. (2) Reactant: ClC[CH2:3][CH2:4][CH2:5][O:6][C:7]1[CH:8]=[CH:9][C:10]2[CH2:16][C:15]([CH3:18])([CH3:17])[NH:14][C:13](=[O:19])[NH:12][C:11]=2[CH:20]=1.OC1C=CC2CC(C)(C)NC(=O)NC=2C=1.[OH-].[Na+].BrCCC[Cl:42]. Product: [Cl:42][CH2:3][CH2:4][CH2:5][O:6][C:7]1[CH:8]=[CH:9][C:10]2[CH2:16][C:15]([CH3:18])([CH3:17])[NH:14][C:13](=[O:19])[NH:12][C:11]=2[CH:20]=1. The catalyst class is: 58. (3) Reactant: [F:1][C:2]1[CH:8]=[CH:7][C:5]([NH2:6])=[CH:4][C:3]=1[N+:9]([O-:11])=[O:10].[C:12](Cl)(=[O:14])[CH3:13]. Product: [F:1][C:2]1[CH:8]=[CH:7][C:5]([NH:6][C:12](=[O:14])[CH3:13])=[CH:4][C:3]=1[N+:9]([O-:11])=[O:10]. The catalyst class is: 2. (4) Reactant: [O-]CC.[Na+].[CH3:5][C:6]1[CH:11]=[CH:10][C:9]([CH2:12][C:13]#[N:14])=[CH:8][CH:7]=1.[CH2:15]([O:17][CH2:18][C:19](OCC)=[O:20])[CH3:16]. Product: [CH2:15]([O:17][CH2:18][C:19](=[O:20])[CH:12]([C:9]1[CH:10]=[CH:11][C:6]([CH3:5])=[CH:7][CH:8]=1)[C:13]#[N:14])[CH3:16]. The catalyst class is: 8.